This data is from Catalyst prediction with 721,799 reactions and 888 catalyst types from USPTO. The task is: Predict which catalyst facilitates the given reaction. (1) Product: [CH3:1][C:2]1([CH3:13])[C:10]2[C:5](=[C:6]([NH:11][C:27]([C:25]3[C:24]([CH:30]([F:32])[F:31])=[N:23][N:22]([CH3:21])[CH:26]=3)=[O:28])[CH:7]=[CH:8][CH:9]=2)[C@H:4]([CH3:12])[CH2:3]1. Reactant: [CH3:1][C:2]1([CH3:13])[C:10]2[C:5](=[C:6]([NH2:11])[CH:7]=[CH:8][CH:9]=2)[C@H:4]([CH3:12])[CH2:3]1.C(N(CC)CC)C.[CH3:21][N:22]1[CH:26]=[C:25]([C:27](Cl)=[O:28])[C:24]([CH:30]([F:32])[F:31])=[N:23]1. The catalyst class is: 630. (2) Reactant: [Cl:1][C:2]([Cl:19])=[CH:3][CH2:4][O:5][C:6]1[CH:16]=[C:15]([Cl:17])[C:9]([O:10][CH2:11][CH2:12][CH2:13]Br)=[C:8]([Cl:18])[CH:7]=1.[CH3:20][C:21]1[O:22][C:23]2[CH:29]=[C:28]([OH:30])[CH:27]=[CH:26][C:24]=2[N:25]=1.C(=O)([O-])[O-].[K+].[K+]. Product: [Cl:1][C:2]([Cl:19])=[CH:3][CH2:4][O:5][C:6]1[CH:16]=[C:15]([Cl:17])[C:9]([O:10][CH2:11][CH2:12][CH2:13][O:30][C:28]2[CH:27]=[CH:26][C:24]3[N:25]=[C:21]([CH3:20])[O:22][C:23]=3[CH:29]=2)=[C:8]([Cl:18])[CH:7]=1. The catalyst class is: 3. (3) Reactant: [Cl-].[Cl-].[Cl-].[Al+3].[CH2:5]([O:7][C:8](=[O:12])[C:9](Cl)=[O:10])[CH3:6].[CH:13]1([S:16][C:17]2[CH:22]=[CH:21][CH:20]=[CH:19][CH:18]=2)[CH2:15][CH2:14]1. Product: [CH2:5]([O:7][C:8](=[O:12])[C:9]([C:20]1[CH:21]=[CH:22][C:17]([S:16][CH:13]2[CH2:15][CH2:14]2)=[CH:18][CH:19]=1)=[O:10])[CH3:6]. The catalyst class is: 2.